This data is from Forward reaction prediction with 1.9M reactions from USPTO patents (1976-2016). The task is: Predict the product of the given reaction. (1) Given the reactants Cl.C(N=C=NCCCN(C)C)C.[C:13]([O:17][C:18]([N:20]1[CH2:28][CH2:27][CH:23]([C:24]([OH:26])=O)[CH2:22][CH2:21]1)=[O:19])([CH3:16])([CH3:15])[CH3:14].O.ON1C2C=CC=CC=2N=N1.[CH3:40][O:41][C:42]1[CH:43]=[C:44]2[C:49](=[C:50]3[CH2:54][C:53]([CH3:56])([CH3:55])[O:52][C:51]=13)[C:48]([C:57]1[CH:58]=[C:59]([NH2:63])[CH:60]=[CH:61][CH:62]=1)=[N:47][C:46]([CH3:65])([CH3:64])[CH2:45]2.C(=O)([O-])O.[Na+], predict the reaction product. The product is: [CH3:16][C:13]([O:17][C:18]([N:20]1[CH2:21][CH2:22][CH:23]([C:24]([NH:63][C:59]2[CH:60]=[CH:61][CH:62]=[C:57]([C:48]3[C:49]4[C:44](=[CH:43][C:42]([O:41][CH3:40])=[C:51]5[O:52][C:53]([CH3:55])([CH3:56])[CH2:54][C:50]5=4)[CH2:45][C:46]([CH3:65])([CH3:64])[N:47]=3)[CH:58]=2)=[O:26])[CH2:27][CH2:28]1)=[O:19])([CH3:14])[CH3:15]. (2) Given the reactants [H-].[Na+].I.[N:4]1[C:8]2[C:9]3[C:14]([CH2:15][CH2:16][C:7]=2[S:6][C:5]=1[NH2:17])=[CH:13][CH:12]=[CH:11][CH:10]=3.Cl.[C:19](Cl)(=[O:26])[C:20]1[CH:25]=[CH:24][N:23]=[CH:22][CH:21]=1, predict the reaction product. The product is: [N:4]1[C:8]2[C:9]3[C:14]([CH2:15][CH2:16][C:7]=2[S:6][C:5]=1[NH:17][C:19](=[O:26])[C:20]1[CH:25]=[CH:24][N:23]=[CH:22][CH:21]=1)=[CH:13][CH:12]=[CH:11][CH:10]=3.